This data is from Peptide-MHC class I binding affinity with 185,985 pairs from IEDB/IMGT. The task is: Regression. Given a peptide amino acid sequence and an MHC pseudo amino acid sequence, predict their binding affinity value. This is MHC class I binding data. (1) The peptide sequence is VLSYKVDYL. The MHC is HLA-A02:06 with pseudo-sequence HLA-A02:06. The binding affinity (normalized) is 0.120. (2) The peptide sequence is KTDIVNTTY. The MHC is HLA-B58:01 with pseudo-sequence HLA-B58:01. The binding affinity (normalized) is 0.787. (3) The peptide sequence is MSDWGHITV. The MHC is HLA-A02:11 with pseudo-sequence HLA-A02:11. The binding affinity (normalized) is 1.00. (4) The peptide sequence is KLNDWDFVV. The MHC is HLA-A02:17 with pseudo-sequence HLA-A02:17. The binding affinity (normalized) is 0.553. (5) The peptide sequence is SIYAGNTPK. The MHC is HLA-A01:01 with pseudo-sequence HLA-A01:01. The binding affinity (normalized) is 0.0847. (6) The binding affinity (normalized) is 0.568. The MHC is HLA-A30:01 with pseudo-sequence HLA-A30:01. The peptide sequence is KIKQDVRDK. (7) The peptide sequence is LTDAFHGYH. The MHC is HLA-A24:02 with pseudo-sequence HLA-A24:02. The binding affinity (normalized) is 0.0847.